This data is from NCI-60 drug combinations with 297,098 pairs across 59 cell lines. The task is: Regression. Given two drug SMILES strings and cell line genomic features, predict the synergy score measuring deviation from expected non-interaction effect. (1) Cell line: UO-31. Synergy scores: CSS=65.8, Synergy_ZIP=4.76, Synergy_Bliss=4.43, Synergy_Loewe=3.55, Synergy_HSA=7.09. Drug 1: CCC1=C2CN3C(=CC4=C(C3=O)COC(=O)C4(CC)O)C2=NC5=C1C=C(C=C5)O. Drug 2: CC12CCC3C(C1CCC2OP(=O)(O)O)CCC4=C3C=CC(=C4)OC(=O)N(CCCl)CCCl.[Na+]. (2) Drug 1: C1CC(=O)NC(=O)C1N2C(=O)C3=CC=CC=C3C2=O. Drug 2: C1CCC(C(C1)N)N.C(=O)(C(=O)[O-])[O-].[Pt+4]. Cell line: RPMI-8226. Synergy scores: CSS=31.0, Synergy_ZIP=-8.35, Synergy_Bliss=-17.5, Synergy_Loewe=-44.1, Synergy_HSA=-16.4. (3) Drug 1: CCCS(=O)(=O)NC1=C(C(=C(C=C1)F)C(=O)C2=CNC3=C2C=C(C=N3)C4=CC=C(C=C4)Cl)F. Drug 2: C(CCl)NC(=O)N(CCCl)N=O. Cell line: UACC-257. Synergy scores: CSS=21.7, Synergy_ZIP=-2.10, Synergy_Bliss=-2.42, Synergy_Loewe=-25.8, Synergy_HSA=-3.55. (4) Drug 1: C1CCN(CC1)CCOC2=CC=C(C=C2)C(=O)C3=C(SC4=C3C=CC(=C4)O)C5=CC=C(C=C5)O. Drug 2: CCN(CC)CCNC(=O)C1=C(NC(=C1C)C=C2C3=C(C=CC(=C3)F)NC2=O)C. Cell line: HOP-92. Synergy scores: CSS=-8.23, Synergy_ZIP=2.67, Synergy_Bliss=-5.09, Synergy_Loewe=-10.4, Synergy_HSA=-9.77. (5) Drug 1: CC1=C(N=C(N=C1N)C(CC(=O)N)NCC(C(=O)N)N)C(=O)NC(C(C2=CN=CN2)OC3C(C(C(C(O3)CO)O)O)OC4C(C(C(C(O4)CO)O)OC(=O)N)O)C(=O)NC(C)C(C(C)C(=O)NC(C(C)O)C(=O)NCCC5=NC(=CS5)C6=NC(=CS6)C(=O)NCCC[S+](C)C)O. Drug 2: CC(C)NC(=O)C1=CC=C(C=C1)CNNC.Cl. Cell line: SK-MEL-28. Synergy scores: CSS=3.79, Synergy_ZIP=-2.96, Synergy_Bliss=-1.29, Synergy_Loewe=-2.80, Synergy_HSA=0.0353.